From a dataset of Forward reaction prediction with 1.9M reactions from USPTO patents (1976-2016). Predict the product of the given reaction. (1) Given the reactants C([O:9][C:10]1([CH2:13][O:14][C:15]2[CH:24]=[C:23]3[C:18]([C:19]([O:25][C:26]4[CH:31]=[CH:30][C:29]([NH:32][C:33]([C:35]5([C:38](=[O:40])[NH2:39])[CH2:37][CH2:36]5)=[O:34])=[CH:28][C:27]=4[F:41])=[CH:20][CH:21]=[N:22]3)=[CH:17][C:16]=2[O:42][CH3:43])[CH2:12][CH2:11]1)(=O)C1C=CC=CC=1.[OH-].[Na+], predict the reaction product. The product is: [F:41][C:27]1[CH:28]=[C:29]([N:32]([C:30]2[CH:29]=[CH:28][C:27]([F:41])=[CH:26][CH:31]=2)[C:33]([C:35]2([C:38]([NH2:39])=[O:40])[CH2:36][CH2:37]2)=[O:34])[CH:30]=[CH:31][C:26]=1[O:25][C:19]1[C:18]2[C:23](=[CH:24][C:15]([O:14][CH2:13][C:10]3([OH:9])[CH2:12][CH2:11]3)=[C:16]([O:42][CH3:43])[CH:17]=2)[N:22]=[CH:21][CH:20]=1. (2) Given the reactants [Cl:1][C:2]1[CH:7]=[CH:6][C:5]([CH:8]2[CH2:13][CH2:12][N:11](C)[CH2:10][CH:9]2[O:15][CH2:16][C:17]2[CH:26]=[CH:25][C:24]3[C:19](=[CH:20][CH:21]=[CH:22][CH:23]=3)[CH:18]=2)=[CH:4][CH:3]=1.C(=O)([O-])[O-].[K+].[K+].Cl[C:34]([O:36][CH2:37][C:38]([Cl:41])([Cl:40])[Cl:39])=[O:35], predict the reaction product. The product is: [Cl:1][C:2]1[CH:7]=[CH:6][C:5]([CH:8]2[CH2:13][CH2:12][N:11]([C:34]([O:36][CH2:37][C:38]([Cl:41])([Cl:40])[Cl:39])=[O:35])[CH2:10][CH:9]2[O:15][CH2:16][C:17]2[CH:26]=[CH:25][C:24]3[C:19](=[CH:20][CH:21]=[CH:22][CH:23]=3)[CH:18]=2)=[CH:4][CH:3]=1. (3) Given the reactants Cl.[Br:2][C:3]1[CH:4]=[C:5]([CH:12]=[CH:13][C:14]=1[C:15]([P:18]([O:23][CH2:24][CH3:25])([O:20][CH2:21][CH3:22])=[O:19])([F:17])[F:16])[CH2:6][C@@H:7]([C:9]([OH:11])=[O:10])[NH2:8].C(=O)(O)[O-].[Na+].[C:31](=O)([O:47]C1C(F)=C(F)C(F)=C(F)C=1F)[O:32][CH2:33][CH:34]1[C:46]2[CH:45]=[CH:44][CH:43]=[CH:42][C:41]=2[C:40]2[C:35]1=[CH:36][CH:37]=[CH:38][CH:39]=2, predict the reaction product. The product is: [Br:2][C:3]1[CH:4]=[C:5]([CH:12]=[CH:13][C:14]=1[C:15]([P:18]([O:20][CH2:21][CH3:22])([O:23][CH2:24][CH3:25])=[O:19])([F:16])[F:17])[CH2:6][C@@H:7]([C:9]([OH:11])=[O:10])[NH:8][C:31]([O:32][CH2:33][CH:34]1[C:35]2[CH:36]=[CH:37][CH:38]=[CH:39][C:40]=2[C:41]2[C:46]1=[CH:45][CH:44]=[CH:43][CH:42]=2)=[O:47]. (4) The product is: [Cl:26][C:24]1[CH:23]=[CH:22][C:21]([O:27][CH2:28][C:29]2[C:34]([F:35])=[CH:33][CH:32]=[CH:31][C:30]=2[F:36])=[C:20]([C:15]2[N:14]([C:6]3[CH:5]=[C:4]([C:9]([NH:10][C:11](=[O:13])[CH3:12])=[CH:8][CH:7]=3)[C:3]([OH:37])=[O:2])[C:18]([CH3:19])=[CH:17][CH:16]=2)[CH:25]=1. Given the reactants C[O:2][C:3](=[O:37])[C:4]1[C:9]([NH:10][C:11](=[O:13])[CH3:12])=[CH:8][CH:7]=[C:6]([N:14]2[C:18]([CH3:19])=[CH:17][CH:16]=[C:15]2[C:20]2[CH:25]=[C:24]([Cl:26])[CH:23]=[CH:22][C:21]=2[O:27][CH2:28][C:29]2[C:34]([F:35])=[CH:33][CH:32]=[CH:31][C:30]=2[F:36])[CH:5]=1, predict the reaction product. (5) Given the reactants [Cl:1][C:2]1[CH:14]=[CH:13][C:5]2[N:6]([CH2:9][C:10](O)=[O:11])[N:7]=[N:8][C:4]=2[C:3]=1[O:15][C:16]1[CH:21]=[C:20]([C:22]#[N:23])[CH:19]=[C:18]([Cl:24])[CH:17]=1.C(Cl)(=O)C(Cl)=O.[F:31][C:32]([F:41])([F:40])[C:33]1[CH:34]=[N:35][CH:36]=[CH:37][C:38]=1[NH2:39], predict the reaction product. The product is: [Cl:1][C:2]1[CH:14]=[CH:13][C:5]2[N:6]([CH2:9][C:10]([NH:39][C:38]3[CH:37]=[CH:36][N:35]=[CH:34][C:33]=3[C:32]([F:41])([F:31])[F:40])=[O:11])[N:7]=[N:8][C:4]=2[C:3]=1[O:15][C:16]1[CH:21]=[C:20]([C:22]#[N:23])[CH:19]=[C:18]([Cl:24])[CH:17]=1. (6) Given the reactants [C:1]([C:3]1[CH:4]=[C:5]([NH:9][C:10]2[CH2:14][CH2:13][C:12](=[O:15])[C:11]=2[CH3:16])[CH:6]=[CH:7][CH:8]=1)#[CH:2].[N:17]([CH2:20][C:21]1[CH:26]=[CH:25][C:24]([CH3:27])=[CH:23][CH:22]=1)=[N+:18]=[N-:19].O=C1O[C@H]([C@H](CO)O)C([O-])=C1O.[Na+], predict the reaction product. The product is: [CH3:16][C:11]1[C:12](=[O:15])[CH2:13][CH2:14][C:10]=1[NH:9][C:5]1[CH:6]=[CH:7][CH:8]=[C:3]([C:1]2[N:19]=[N:18][N:17]([CH2:20][C:21]3[CH:26]=[CH:25][C:24]([CH3:27])=[CH:23][CH:22]=3)[CH:2]=2)[CH:4]=1. (7) Given the reactants [NH2:1][C:2]1[C:3]([C:7](SC)=[N:8][C:9]2[CH:14]=[CH:13][C:12]([F:15])=[C:11]([Br:16])[CH:10]=2)=[N:4][S:5][N:6]=1.Cl.[NH2:20][OH:21].C(N(CC)C(C)C)(C)C, predict the reaction product. The product is: [NH2:1][C:2]1[C:3]([C:7](=[N:20][OH:21])[NH:8][C:9]2[CH:14]=[CH:13][C:12]([F:15])=[C:11]([Br:16])[CH:10]=2)=[N:4][S:5][N:6]=1.